Dataset: Reaction yield outcomes from USPTO patents with 853,638 reactions. Task: Predict the reaction yield, written as a fraction of the theoretical maximum amount of product (1.0 means a 100% yield; for example, 0.34 means a 34% yield). (1) The reactants are [Cl:1][C:2]1[CH:7]=[CH:6][CH:5]=[C:4]([Cl:8])[C:3]=1[N:9]=[C:10]=[S:11].[NH2:12][C:13]1[C:18]([NH2:19])=[CH:17][CH:16]=[CH:15][C:14]=1[OH:20]. No catalyst specified. The product is [NH2:19][C:18]1[CH:17]=[CH:16][CH:15]=[C:14]([OH:20])[C:13]=1[NH:12][C:10]([NH:9][C:3]1[C:2]([Cl:1])=[CH:7][CH:6]=[CH:5][C:4]=1[Cl:8])=[S:11]. The yield is 0.610. (2) The reactants are C(O[C:6](=[O:12])[O:7][C:8]([CH3:11])([CH3:10])[CH3:9])(C)(C)C.[NH2:13][CH2:14][CH2:15][O:16][CH2:17][CH2:18][OH:19]. The catalyst is C(Cl)(Cl)Cl. The product is [C:6]([CH:14]([NH2:13])[CH2:15][O:16][CH2:17][CH2:18][OH:19])([O:7][C:8]([CH3:9])([CH3:10])[CH3:11])=[O:12]. The yield is 0.990. (3) The reactants are CN(C(ON1N=NC2C=CC=NC1=2)=[N+](C)C)C.F[P-](F)(F)(F)(F)F.[Cl:25][C:26]1[C:27]([C:47]2[N:51]3[CH:52]=[CH:53][CH:54]=[CH:55][C:50]3=[N:49][CH:48]=2)=[N:28][C:29]([NH:32][C:33]2[CH:38]=[C:37]([N:39]3[CH2:44][CH2:43][NH:42][CH2:41][CH2:40]3)[CH:36]=[CH:35][C:34]=2[O:45][CH3:46])=[N:30][CH:31]=1.[CH3:56][N:57]([CH3:62])[CH2:58][C:59](O)=[O:60].C(N(C(C)C)C(C)C)C. The catalyst is CN(C=O)C. The product is [Cl:25][C:26]1[C:27]([C:47]2[N:51]3[CH:52]=[CH:53][CH:54]=[CH:55][C:50]3=[N:49][CH:48]=2)=[N:28][C:29]([NH:32][C:33]2[CH:38]=[C:37]([N:39]3[CH2:40][CH2:41][N:42]([C:59](=[O:60])[CH2:58][N:57]([CH3:62])[CH3:56])[CH2:43][CH2:44]3)[CH:36]=[CH:35][C:34]=2[O:45][CH3:46])=[N:30][CH:31]=1. The yield is 0.660. (4) The reactants are [CH3:1][O:2][C:3]1[C:4]([NH:14][C:15](=[O:19])OCC)=[N:5][C:6]2[C:11]([N:12]=1)=[CH:10][C:9]([CH3:13])=[CH:8][CH:7]=2.[CH3:20][O:21][C:22]1[CH:27]=[CH:26][C:25]([N:28]2[CH2:33][CH2:32][NH:31][CH2:30][CH2:29]2)=[CH:24][CH:23]=1. No catalyst specified. The product is [CH3:1][O:2][C:3]1[C:4]([NH:14][C:15]([N:31]2[CH2:30][CH2:29][N:28]([C:25]3[CH:24]=[CH:23][C:22]([O:21][CH3:20])=[CH:27][CH:26]=3)[CH2:33][CH2:32]2)=[O:19])=[N:5][C:6]2[C:11]([N:12]=1)=[CH:10][C:9]([CH3:13])=[CH:8][CH:7]=2. The yield is 0.960. (5) The reactants are [F:1][C:2]1[C:3]([NH:17][CH2:18][OH:19])=[N:4][C:5]([O:8][CH2:9][C:10]2[CH:15]=[CH:14][C:13]([F:16])=[CH:12][CH:11]=2)=[N:6][CH:7]=1.[CH3:20][C:21]([CH3:26])([CH3:25])[C:22](Cl)=[O:23]. The catalyst is N1C=CC=CC=1. The product is [F:1][C:2]1[C:3]([NH:17][CH2:18][O:19][C:22](=[O:23])[C:21]([CH3:26])([CH3:25])[CH3:20])=[N:4][C:5]([O:8][CH2:9][C:10]2[CH:11]=[CH:12][C:13]([F:16])=[CH:14][CH:15]=2)=[N:6][CH:7]=1. The yield is 0.600. (6) The reactants are [Br-].[Br-].[Br-].[NH+]1C=CC=CC=1.[NH+]1C=CC=CC=1.[NH+]1C=CC=CC=1.[N:22]1[CH:27]=[C:26]([C:28]2[CH:36]=[CH:35][CH:34]=[C:33]3[C:29]=2[CH:30]=[CH:31][NH:32]3)[CH:25]=[N:24][CH:23]=1.[OH2:37]. The catalyst is CC(O)(C)C.C(O)C.C(O)(=O)C.[Zn]. The product is [N:24]1[CH:25]=[C:26]([C:28]2[CH:36]=[CH:35][CH:34]=[C:33]3[C:29]=2[CH2:30][C:31](=[O:37])[NH:32]3)[CH:27]=[N:22][CH:23]=1. The yield is 0.750. (7) The reactants are FC(F)(F)C(O)=O.[CH2:8]([O:10][C:11]([C:13]1[CH:17]=[C:16]([CH2:18][NH:19]C(OC(C)(C)C)=O)[O:15][N:14]=1)=[O:12])[CH3:9]. The yield is 0.930. The product is [CH2:8]([O:10][C:11]([C:13]1[CH:17]=[C:16]([CH2:18][NH2:19])[O:15][N:14]=1)=[O:12])[CH3:9]. The catalyst is C(Cl)Cl. (8) The reactants are [H-].[Na+].CN(C)[CH:5]=[O:6].[OH:8][C:9]1[CH:10]=[N:11][CH:12]=[CH:13][CH:14]=1.Cl[C:16]1[CH:21]=[CH:20][C:19](C=O)=[CH:18][N:17]=1. The catalyst is O. The product is [N:11]1[CH:12]=[CH:13][CH:14]=[C:9]([O:8][C:18]2[N:17]=[C:16]([CH:5]=[O:6])[CH:21]=[CH:20][CH:19]=2)[CH:10]=1. The yield is 0.360. (9) The yield is 0.560. The product is [C:1]([NH:5][S:6]([CH:9]1[CH2:11][CH2:10]1)(=[O:8])=[O:7])([CH3:4])([CH3:3])[CH3:2]. The catalyst is C1COCC1. The reactants are [C:1]([NH:5][S:6]([CH2:9][CH2:10][CH2:11]Cl)(=[O:8])=[O:7])([CH3:4])([CH3:3])[CH3:2].[Li]CCCC. (10) The reactants are [CH:1]([C:3]1[CH:7]=[CH:6][N:5]([C:8]2[CH:13]=[CH:12][CH:11]=[CH:10][C:9]=2[OH:14])[CH:4]=1)=O.C([N:17](CC)CC)C.Cl.NO. The catalyst is C(OC(=O)C)(=O)C. The product is [C:1]([C:3]1[CH:7]=[CH:6][N:5]([C:8]2[CH:13]=[CH:12][CH:11]=[CH:10][C:9]=2[OH:14])[CH:4]=1)#[N:17]. The yield is 0.920.